This data is from Forward reaction prediction with 1.9M reactions from USPTO patents (1976-2016). The task is: Predict the product of the given reaction. (1) The product is: [Br:37][C:2]1[CH:7]=[CH:6][C:5]([N:8]([C:13]2[C:32]([CH:33]3[CH2:35][CH2:34]3)=[CH:31][C:16]3[C:17]([C:27]([NH:29][CH3:30])=[O:28])=[C:18]([C:20]4[CH:25]=[CH:24][C:23]([Cl:26])=[CH:22][CH:21]=4)[O:19][C:15]=3[CH:14]=2)[S:9]([CH3:12])(=[O:11])=[O:10])=[CH:4][C:3]=1[Cl:36]. Given the reactants N[C:2]1[CH:7]=[CH:6][C:5]([N:8]([C:13]2[C:32]([CH:33]3[CH2:35][CH2:34]3)=[CH:31][C:16]3[C:17]([C:27]([NH:29][CH3:30])=[O:28])=[C:18]([C:20]4[CH:25]=[CH:24][C:23]([Cl:26])=[CH:22][CH:21]=4)[O:19][C:15]=3[CH:14]=2)[S:9]([CH3:12])(=[O:11])=[O:10])=[CH:4][C:3]=1[Cl:36].[BrH:37].N([O-])=O.[Na+], predict the reaction product. (2) Given the reactants CCN(C(C)C)C(C)C.[C:10]1([C:16]2[NH:20][N:19]=[C:18]([C:21]([NH:23][CH2:24][C:25]([OH:27])=O)=[O:22])[CH:17]=2)[CH:15]=[CH:14][CH:13]=[CH:12][CH:11]=1.C1C=CC2N(O)N=NC=2C=1.CCN=C=NCCCN(C)C.Cl.Cl.[F:51][C:52]([F:69])([F:68])[C:53]1[CH:58]=[CH:57][CH:56]=[CH:55][C:54]=1[S:59]([CH:62]1[CH2:67][CH2:66][NH:65][CH2:64][CH2:63]1)(=[O:61])=[O:60].C(OC(N1CCC(SC2C=CC=CC=2C(F)(F)F)CC1)=O)(C)(C)C.OO.Cl, predict the reaction product. The product is: [O:27]=[C:25]([N:65]1[CH2:64][CH2:63][CH:62]([S:59]([C:54]2[CH:55]=[CH:56][CH:57]=[CH:58][C:53]=2[C:52]([F:68])([F:51])[F:69])(=[O:61])=[O:60])[CH2:67][CH2:66]1)[CH2:24][NH:23][C:21]([C:18]1[CH:17]=[C:16]([C:10]2[CH:11]=[CH:12][CH:13]=[CH:14][CH:15]=2)[NH:20][N:19]=1)=[O:22]. (3) Given the reactants [CH3:1][O:2][C:3]1[C:8]([C:9]([OH:11])=O)=[CH:7][N:6]=[CH:5][N:4]=1.Cl.[CH3:13][NH:14][O:15][CH3:16].CCN=C=NCCCN(C)C.Cl, predict the reaction product. The product is: [CH3:16][O:15][N:14]([CH3:13])[C:9]([C:8]1[C:3]([O:2][CH3:1])=[N:4][CH:5]=[N:6][CH:7]=1)=[O:11]. (4) The product is: [CH3:20][O:21][C:22](=[O:34])[CH2:23][C@H:24]1[C:28]2[CH:29]=[CH:30][C:31]([O:19][C@H:14]3[C:15]4[C:11](=[C:10]([C:5]5[CH:6]=[CH:7][CH:8]=[CH:9][C:4]=5[CH:1]([CH3:3])[CH3:2])[CH:18]=[CH:17][CH:16]=4)[CH2:12][CH2:13]3)=[CH:32][C:27]=2[O:26][CH2:25]1. Given the reactants [CH:1]([C:4]1[CH:9]=[CH:8][CH:7]=[CH:6][C:5]=1[C:10]1[CH:18]=[CH:17][CH:16]=[C:15]2[C:11]=1[CH2:12][CH2:13][C@@H:14]2[OH:19])([CH3:3])[CH3:2].[CH3:20][O:21][C:22](=[O:34])[CH2:23][C@H:24]1[C:28]2[CH:29]=[CH:30][C:31](O)=[CH:32][C:27]=2[O:26][CH2:25]1, predict the reaction product. (5) Given the reactants C[N:2]([CH3:11])[C:3]1[CH:10]=[CH:9][C:6]([CH:7]=[O:8])=[CH:5][CH:4]=1.[CH3:12][C:13]([C:15]1[CH:20]=[CH:19][C:18]([N:21](C)[CH3:22])=[CH:17][CH:16]=1)=O, predict the reaction product. The product is: [CH3:22][NH:21][C:18]1[CH:19]=[CH:20][C:15]([CH:13]=[CH:12][C:7]([C:6]2[CH:5]=[CH:4][C:3]([NH:2][CH3:11])=[CH:10][CH:9]=2)=[O:8])=[CH:16][CH:17]=1. (6) The product is: [NH2:1][CH2:4][CH:5]([O:33][CH3:34])[CH2:6][N:7]1[C:16]2[CH:15]=[C:14]3[CH2:17][CH2:18][CH2:19][CH2:20][C:13]3=[CH:12][C:11]=2[C:10]2=[N:21][NH:22][C:23]([CH3:24])=[C:9]2[C:8]1=[O:32]. Given the reactants [N:1]([CH2:4][CH:5]([O:33][CH3:34])[CH2:6][N:7]1[C:16]2[CH:15]=[C:14]3[CH2:17][CH2:18][CH2:19][CH2:20][C:13]3=[CH:12][C:11]=2[C:10]2=[N:21][N:22](CC3C=CC=CC=3)[C:23]([CH3:24])=[C:9]2[C:8]1=[O:32])=[N+]=[N-], predict the reaction product. (7) Given the reactants [CH2:1]([O:8][C:9]1[CH:14]=[CH:13][C:12]([CH:15]([N+:26]#[C-:27])S(C2C=CC(C)=CC=2)(=O)=O)=[CH:11][CH:10]=1)[C:2]1[CH:7]=[CH:6][CH:5]=[CH:4][CH:3]=1.[CH:28](=[O:35])[C:29]1[CH:34]=[CH:33][N:32]=[CH:31][CH:30]=1, predict the reaction product. The product is: [CH2:1]([O:8][C:9]1[CH:10]=[CH:11][C:12]([C:15]2[N:26]=[CH:27][O:35][C:28]=2[C:29]2[CH:34]=[CH:33][N:32]=[CH:31][CH:30]=2)=[CH:13][CH:14]=1)[C:2]1[CH:3]=[CH:4][CH:5]=[CH:6][CH:7]=1.